The task is: Predict the product of the given reaction.. This data is from Forward reaction prediction with 1.9M reactions from USPTO patents (1976-2016). (1) The product is: [Br:1][C:2]1[N:7]=[C:6]([C:8](=[O:11])[NH:9][CH3:10])[C:5]([NH:12][C:13]2[C:18]([C:19]([F:22])([F:20])[F:21])=[CH:17][N:16]=[C:15]([NH:23][C:24]3[CH:35]=[CH:34][C:27]([CH2:28][CH2:29][CH2:30][PH:31](=[O:32])[O:33][CH2:53][CH2:52][CH2:51][N:49]4[CH:50]=[C:46]([B:41]5[O:42][C:43]([CH3:45])([CH3:44])[C:39]([CH3:38])([CH3:55])[O:40]5)[CH:47]=[N:48]4)=[CH:26][C:25]=3[O:36][CH3:37])[N:14]=2)=[CH:4][CH:3]=1. Given the reactants [Br:1][C:2]1[N:7]=[C:6]([C:8](=[O:11])[NH:9][CH3:10])[C:5]([NH:12][C:13]2[C:18]([C:19]([F:22])([F:21])[F:20])=[CH:17][N:16]=[C:15]([NH:23][C:24]3[CH:35]=[CH:34][C:27]([CH2:28][CH2:29][CH2:30][PH:31](=[O:33])[OH:32])=[CH:26][C:25]=3[O:36][CH3:37])[N:14]=2)=[CH:4][CH:3]=1.[CH3:38][C:39]1([CH3:55])[C:43]([CH3:45])([CH3:44])[O:42][B:41]([C:46]2[CH:47]=[N:48][N:49]([CH2:51][CH2:52][CH2:53]O)[CH:50]=2)[O:40]1, predict the reaction product. (2) Given the reactants [S:1]1[C:5]2[CH:6]=[CH:7][CH:8]=[CH:9][C:4]=2[N:3]=[C:2]1[CH:10]([OH:24])[CH:11]1[CH2:16][CH2:15][CH2:14][N:13]([C:17]([O:19][C:20]([CH3:23])([CH3:22])[CH3:21])=[O:18])[CH2:12]1.[C:25](N1C=CN=C1)([N:27]1[CH:31]=[CH:30][N:29]=[CH:28]1)=[S:26], predict the reaction product. The product is: [S:1]1[C:5]2[CH:6]=[CH:7][CH:8]=[CH:9][C:4]=2[N:3]=[C:2]1[CH:10]([O:24][C:25]([N:27]1[CH:31]=[CH:30][N:29]=[CH:28]1)=[S:26])[CH:11]1[CH2:16][CH2:15][CH2:14][N:13]([C:17]([O:19][C:20]([CH3:21])([CH3:23])[CH3:22])=[O:18])[CH2:12]1. (3) Given the reactants [H-].[Na+].[Si:3]([O:10][C:11]1[CH:12]=[C:13]2[C:17](=[CH:18][CH:19]=1)[NH:16][N:15]=[CH:14]2)([C:6]([CH3:9])([CH3:8])[CH3:7])([CH3:5])[CH3:4].[CH2:20]1[CH2:24]OC[CH2:21]1, predict the reaction product. The product is: [Si:3]([O:10][C:11]1[CH:12]=[C:13]2[C:17](=[CH:18][CH:19]=1)[N:16]([CH:20]([CH3:24])[CH3:21])[N:15]=[CH:14]2)([C:6]([CH3:9])([CH3:7])[CH3:8])([CH3:5])[CH3:4]. (4) Given the reactants Cl.[C:2]([NH:6][OH:7])([CH3:5])([CH3:4])[CH3:3].[CH3:8][C:9]1[CH:14]=[CH:13][C:12]([S:15][C:16]2[C:21]([CH:22]=O)=[CH:20][CH:19]=[CH:18][N:17]=2)=[CH:11][CH:10]=1, predict the reaction product. The product is: [C:2]([N+:6]([O-:7])=[CH:22][C:21]1[C:16]([S:15][C:12]2[CH:13]=[CH:14][C:9]([CH3:8])=[CH:10][CH:11]=2)=[N:17][CH:18]=[CH:19][CH:20]=1)([CH3:5])([CH3:4])[CH3:3].